This data is from TCR-epitope binding with 47,182 pairs between 192 epitopes and 23,139 TCRs. The task is: Binary Classification. Given a T-cell receptor sequence (or CDR3 region) and an epitope sequence, predict whether binding occurs between them. The epitope is RTLNAWVKV. The TCR CDR3 sequence is CASNTGGGYTF. Result: 1 (the TCR binds to the epitope).